From a dataset of Reaction yield outcomes from USPTO patents with 853,638 reactions. Predict the reaction yield, written as a fraction of the theoretical maximum amount of product (1.0 means a 100% yield; for example, 0.34 means a 34% yield). (1) The reactants are [CH2:1]([O:4][C:5]([NH:7][C@H:8]([C:17]([OH:19])=[O:18])[CH2:9][C:10]1[CH:15]=[CH:14][C:13]([OH:16])=[CH:12][CH:11]=1)=[O:6])[CH:2]=[CH2:3]. The catalyst is CN(C=O)C. The product is [CH2:1]([O:4][C:5]([NH:7][C@H:8]([C:17]([OH:19])=[O:18])[CH2:9][C:10]1[CH:11]=[CH:12][C:13]([O:16][CH2:9][C:10]2[CH:15]=[CH:14][CH:13]=[CH:12][CH:11]=2)=[CH:14][CH:15]=1)=[O:6])[CH:2]=[CH2:3]. The yield is 0.770. (2) The reactants are Br[CH2:2][CH2:3][CH2:4][CH2:5][C:6](Cl)=[O:7].[S:9]1[CH:13]=[CH:12][CH:11]=[C:10]1[C:14]1[CH:15]=[C:16]([NH2:19])[NH:17][N:18]=1.CCN(C(C)C)C(C)C.C(O)C(N)(CO)CO.[C:37]([N:40]1[CH2:46][CH2:45][CH2:44][NH:43][CH2:42][CH2:41]1)(=[O:39])[CH3:38]. The catalyst is CC(N(C)C)=O. The product is [S:9]1[CH:13]=[CH:12][CH:11]=[C:10]1[C:14]1[NH:18][N:17]=[C:16]([NH:19][C:6](=[O:7])[CH2:5][CH2:4][CH2:3][CH2:2][N:43]2[CH2:44][CH2:45][CH2:46][N:40]([C:37](=[O:39])[CH3:38])[CH2:41][CH2:42]2)[CH:15]=1. The yield is 0.170.